From a dataset of Cav3 T-type calcium channel HTS with 100,875 compounds. Binary Classification. Given a drug SMILES string, predict its activity (active/inactive) in a high-throughput screening assay against a specified biological target. (1) The drug is Brc1cc(C(=O)c2ccccc2)ccc1OC. The result is 0 (inactive). (2) The molecule is S(Cc1cc2OCOc2cc1)c1n2c(nn1)cccc2. The result is 0 (inactive). (3) The molecule is O1CCN(CC1)CCNC(=O)c1noc(CC(C)C)c1. The result is 0 (inactive). (4) The compound is Clc1ccc(n2c(nnc2SCc2onc(n2)c2ccc(cc2)C)Cc2ccccc2)cc1. The result is 1 (active). (5) The molecule is S(=O)(=O)(NCC(OCc1oc(nn1)c1ccccc1)=O)c1cc2c(cc1)cccc2. The result is 0 (inactive). (6) The molecule is O=C(N1CCN(CC1)Cc1ccccc1)c1cc(C(=O)N2CCN(CC2)Cc2ccccc2)ccc1. The result is 0 (inactive).